This data is from Full USPTO retrosynthesis dataset with 1.9M reactions from patents (1976-2016). The task is: Predict the reactants needed to synthesize the given product. (1) Given the product [CH3:35][O:22][C:21](=[O:23])[CH2:20][CH2:19][CH2:18][CH2:17][CH2:16][CH2:15][N:14]1[C:13]2[C:8]([C:9](=[O:25])[NH:10][C:11](=[O:24])[N:12]=2)=[N:7][C:6]2[CH:26]=[C:27]([CH3:28])[C:3]([N:2]([CH3:1])[CH3:29])=[CH:4][C:5]1=2, predict the reactants needed to synthesize it. The reactants are: [CH3:1][N:2]([CH3:29])[C:3]1[C:27]([CH3:28])=[CH:26][C:6]2[N:7]=[C:8]3[C:13]([N:14]([CH2:15][CH2:16][CH2:17][CH2:18][CH2:19][CH2:20][C:21]([OH:23])=[O:22])[C:5]=2[CH:4]=1)=[N:12][C:11](=[O:24])[NH:10][C:9]3=[O:25].S(=O)(=O)(O)O.[CH2:35](N(CC)CC)C. (2) Given the product [C:30]([NH:26][CH:27]1[CH2:28][CH2:6][N:5]([C:2]2[N:7]3[N:8]=[C:9]([CH3:11])[CH:10]=[C:6]3[N:5]=[C:4]([NH:12][C:13]([CH:15]3[CH2:17][CH:16]3[C:18]3[CH:23]=[CH:22][C:21]([F:24])=[CH:20][CH:19]=3)=[O:14])[CH:3]=2)[CH2:4][CH2:3]1)(=[O:31])[CH3:29], predict the reactants needed to synthesize it. The reactants are: Cl[C:2]1[N:7]2[N:8]=[C:9]([CH3:11])[CH:10]=[C:6]2[N:5]=[C:4]([NH:12][C:13]([CH:15]2[CH2:17][CH:16]2[C:18]2[CH:23]=[CH:22][C:21]([F:24])=[CH:20][CH:19]=2)=[O:14])[CH:3]=1.C[N:26]1[C:30](=[O:31])[CH2:29][CH2:28][CH2:27]1. (3) Given the product [Br:20][C:19]1[CH:18]=[C:17]([N+:21]([O-:23])=[O:22])[CH:16]=[C:15]([Br:24])[C:14]=1[O:13][C:8]1[CH:9]=[C:10]2[C:5](=[CH:6][CH:7]=1)[N:4]=[C:3]([CH2:2][NH2:25])[CH:12]=[CH:11]2, predict the reactants needed to synthesize it. The reactants are: Br[CH2:2][C:3]1[CH:12]=[CH:11][C:10]2[C:5](=[CH:6][CH:7]=[C:8]([O:13][C:14]3[C:19]([Br:20])=[CH:18][C:17]([N+:21]([O-:23])=[O:22])=[CH:16][C:15]=3[Br:24])[CH:9]=2)[N:4]=1.[NH3:25]. (4) Given the product [F:3][C:4]1[C:5]([CH2:22][NH:23][C:24]([C:26]2([NH:29][C:36]([C:33]3[CH:34]=[CH:35][N:30]=[N:31][CH:32]=3)=[O:37])[CH2:27][CH2:28]2)=[O:25])=[N:6][CH:7]=[C:8]([NH:10][C:11]2[C:16]([C:17]([F:18])([F:20])[F:19])=[CH:15][CH:14]=[CH:13][C:12]=2[F:21])[CH:9]=1, predict the reactants needed to synthesize it. The reactants are: Cl.Cl.[F:3][C:4]1[C:5]([CH2:22][NH:23][C:24]([C:26]2([NH2:29])[CH2:28][CH2:27]2)=[O:25])=[N:6][CH:7]=[C:8]([NH:10][C:11]2[C:16]([C:17]([F:20])([F:19])[F:18])=[CH:15][CH:14]=[CH:13][C:12]=2[F:21])[CH:9]=1.[N:30]1[CH:35]=[CH:34][C:33]([C:36](O)=[O:37])=[CH:32][N:31]=1. (5) Given the product [Cl:4][C:5]1[C:6]([OH:18])=[CH:7][C:8]([OH:14])=[C:9]([CH:13]=1)[C:10]([OH:12])=[O:11], predict the reactants needed to synthesize it. The reactants are: C(N)C.[Cl:4][C:5]1[C:6]([O:18]COC)=[CH:7][C:8]([O:14]COC)=[C:9]([CH:13]=1)[C:10]([OH:12])=[O:11].CN1CCOCC1.Cl.CN(C)CCCN=C=NCC.ON1C2C=CC=CC=2N=N1. (6) Given the product [Cl:8][C:9]1[CH:17]=[CH:16][C:15]([C:18]#[CH:19])=[CH:14][C:10]=1[C:11]([NH2:22])=[O:12], predict the reactants needed to synthesize it. The reactants are: ClC(OC(C)C)=O.[Cl:8][C:9]1[CH:17]=[CH:16][C:15]([C:18]#[CH:19])=[CH:14][C:10]=1[C:11](O)=[O:12].CC[N:22](C(C)C)C(C)C.N.